This data is from Forward reaction prediction with 1.9M reactions from USPTO patents (1976-2016). The task is: Predict the product of the given reaction. (1) Given the reactants [NH2:1][C:2]1[CH:7]=[CH:6][C:5]([C@@H:8]2[O:13][CH2:12][CH2:11][N:10]([C:14]([O:16][C:17]([CH3:20])([CH3:19])[CH3:18])=[O:15])[CH2:9]2)=[CH:4][CH:3]=1.N([O-])=O.[Na+].[N-:25]=[N+:26]=[N-].[Na+].C(OCC)(=O)C, predict the reaction product. The product is: [N:1]([C:2]1[CH:7]=[CH:6][C:5]([C@@H:8]2[O:13][CH2:12][CH2:11][N:10]([C:14]([O:16][C:17]([CH3:20])([CH3:19])[CH3:18])=[O:15])[CH2:9]2)=[CH:4][CH:3]=1)=[N+:25]=[N-:26]. (2) Given the reactants [NH2:1][C:2]1[CH:7]=[CH:6][C:5]([S:8]([N:11]([C:13]2[CH:32]=[CH:31][C:16]3[N:17]([CH2:24][CH:25]4[CH2:30][CH2:29][CH2:28][CH2:27][CH2:26]4)[C:18]([C:20]([CH3:23])([CH3:22])[CH3:21])=[N:19][C:15]=3[CH:14]=2)[CH3:12])(=[O:10])=[O:9])=[CH:4][CH:3]=1.[CH3:33][C:34]([CH3:39])([CH3:38])[C:35](Cl)=[O:36], predict the reaction product. The product is: [C:20]([C:18]1[N:17]([CH2:24][CH:25]2[CH2:30][CH2:29][CH2:28][CH2:27][CH2:26]2)[C:16]2[CH:31]=[CH:32][C:13]([N:11]([CH3:12])[S:8]([C:5]3[CH:6]=[CH:7][C:2]([NH:1][C:35](=[O:36])[C:34]([CH3:39])([CH3:38])[CH3:33])=[CH:3][CH:4]=3)(=[O:10])=[O:9])=[CH:14][C:15]=2[N:19]=1)([CH3:23])([CH3:22])[CH3:21]. (3) Given the reactants CS(Cl)(=O)=O.[Cl:6][C:7]1[CH:8]=[C:9]([CH:27]=[CH:28][C:29]=1[O:30][CH2:31][C:32]1[CH:37]=[CH:36][CH:35]=[C:34]([F:38])[CH:33]=1)[NH:10][C:11]1[C:16]([C:17]#[C:18][C:19]2[N:24]=[C:23]([CH2:25]O)[CH:22]=[CH:21][CH:20]=2)=[CH:15][N:14]=[CH:13][N:12]=1.[N:39]1([CH2:45][CH2:46][NH2:47])[CH2:44][CH2:43][O:42][CH2:41][CH2:40]1.O, predict the reaction product. The product is: [Cl:6][C:7]1[CH:8]=[C:9]([NH:10][C:11]2[C:16]([C:17]#[C:18][C:19]3[CH:20]=[CH:21][CH:22]=[C:23]([CH2:25][NH:47][CH2:46][CH2:45][N:39]4[CH2:44][CH2:43][O:42][CH2:41][CH2:40]4)[N:24]=3)=[CH:15][N:14]=[CH:13][N:12]=2)[CH:27]=[CH:28][C:29]=1[O:30][CH2:31][C:32]1[CH:37]=[CH:36][CH:35]=[C:34]([F:38])[CH:33]=1. (4) Given the reactants [CH3:1][O:2][C:3]([C:5]1[N:6]=[C:7]([NH:10][C:11](=[O:22])[C@@H:12]([NH2:21])[C@H:13]([C:15]2[CH:20]=[CH:19][CH:18]=[CH:17][CH:16]=2)[CH3:14])[S:8][CH:9]=1)=[O:4].[C:23]([O:27][C:28]([NH:30][CH:31]([C:35]1[CH:40]=[CH:39][C:38]([S:41][CH3:42])=[CH:37][CH:36]=1)[C:32](O)=[O:33])=[O:29])([CH3:26])([CH3:25])[CH3:24].Cl.CN(C)CCCN=C=NCC, predict the reaction product. The product is: [CH3:1][O:2][C:3]([C:5]1[N:6]=[C:7]([NH:10][C:11](=[O:22])[C@@H:12]([NH:21][C:32](=[O:33])[CH:31]([NH:30][C:28]([O:27][C:23]([CH3:25])([CH3:24])[CH3:26])=[O:29])[C:35]2[CH:40]=[CH:39][C:38]([S:41][CH3:42])=[CH:37][CH:36]=2)[C@H:13]([C:15]2[CH:16]=[CH:17][CH:18]=[CH:19][CH:20]=2)[CH3:14])[S:8][CH:9]=1)=[O:4]. (5) Given the reactants Cl.[NH2:2][CH2:3][CH2:4][O:5][C:6]1[N:11]=[C:10]([NH:12][C:13]2[C:14](=[O:21])[N:15]([CH3:20])[CH:16]=[C:17]([Br:19])[CH:18]=2)[CH:9]=[CH:8][CH:7]=1.[C:22](O)(=[O:26])[C:23]#[C:24][CH3:25].CN(C(ON1N=NC2C=CC=NC1=2)=[N+](C)C)C.F[P-](F)(F)(F)(F)F.CCN(C(C)C)C(C)C, predict the reaction product. The product is: [Br:19][C:17]1[CH:18]=[C:13]([NH:12][C:10]2[N:11]=[C:6]([O:5][CH2:4][CH2:3][NH:2][C:22](=[O:26])[C:23]#[C:24][CH3:25])[CH:7]=[CH:8][CH:9]=2)[C:14](=[O:21])[N:15]([CH3:20])[CH:16]=1.